Dataset: Forward reaction prediction with 1.9M reactions from USPTO patents (1976-2016). Task: Predict the product of the given reaction. (1) Given the reactants [Cl:1][C:2]1[C:17]([NH:18][S:19]([CH2:22][CH2:23][CH3:24])(=[O:21])=[O:20])=[CH:16][CH:15]=[C:14]([F:25])[C:3]=1[C:4]([O:6]CC1C=CC=CC=1)=[O:5].[OH-].[Ba+2].[OH-].Cl.C(=O)(O)[O-].[Na+], predict the reaction product. The product is: [Cl:1][C:2]1[C:17]([NH:18][S:19]([CH2:22][CH2:23][CH3:24])(=[O:20])=[O:21])=[CH:16][CH:15]=[C:14]([F:25])[C:3]=1[C:4]([OH:6])=[O:5]. (2) Given the reactants [OH:1][C:2]1[CH:11]=[CH:10][C:9]2[C:4](=[CH:5][CH:6]=[CH:7][CH:8]=2)[C:3]=1[C:12]([OH:14])=O.[F:15][C:16]([F:29])([F:28])[C:17]1[CH:18]=[C:19]([CH:21]=[C:22]([C:24]([F:27])([F:26])[F:25])[CH:23]=1)[NH2:20], predict the reaction product. The product is: [OH:1][C:2]1[CH:11]=[CH:10][C:9]2[C:4](=[CH:5][CH:6]=[CH:7][CH:8]=2)[C:3]=1[C:12]([NH:20][C:19]1[CH:21]=[C:22]([C:24]([F:25])([F:26])[F:27])[CH:23]=[C:17]([C:16]([F:15])([F:28])[F:29])[CH:18]=1)=[O:14].